Dataset: Full USPTO retrosynthesis dataset with 1.9M reactions from patents (1976-2016). Task: Predict the reactants needed to synthesize the given product. Given the product [CH2:26]([NH:33][C:7]1[C:6]([C:9]([N:11]2[CH2:16][CH2:15][CH:14]([C:17]3[CH:22]=[CH:21][C:20]([F:23])=[CH:19][CH:18]=3)[CH2:13][CH2:12]2)=[O:10])=[CH:5][N:4]([CH3:24])[C:3](=[O:25])[C:2]=1[Cl:1])[C:27]1[CH:32]=[CH:31][CH:30]=[CH:29][CH:28]=1, predict the reactants needed to synthesize it. The reactants are: [Cl:1][C:2]1[C:3](=[O:25])[N:4]([CH3:24])[CH:5]=[C:6]([C:9]([N:11]2[CH2:16][CH2:15][CH:14]([C:17]3[CH:22]=[CH:21][C:20]([F:23])=[CH:19][CH:18]=3)[CH2:13][CH2:12]2)=[O:10])[C:7]=1Cl.[CH2:26]([NH2:33])[C:27]1[CH:32]=[CH:31][CH:30]=[CH:29][CH:28]=1.